Dataset: NCI-60 drug combinations with 297,098 pairs across 59 cell lines. Task: Regression. Given two drug SMILES strings and cell line genomic features, predict the synergy score measuring deviation from expected non-interaction effect. (1) Cell line: U251. Synergy scores: CSS=62.4, Synergy_ZIP=-0.791, Synergy_Bliss=-0.0204, Synergy_Loewe=1.32, Synergy_HSA=0.856. Drug 2: CC(C)(C#N)C1=CC(=CC(=C1)CN2C=NC=N2)C(C)(C)C#N. Drug 1: CC12CCC3C(C1CCC2=O)CC(=C)C4=CC(=O)C=CC34C. (2) Drug 1: C1CCN(CC1)CCOC2=CC=C(C=C2)C(=O)C3=C(SC4=C3C=CC(=C4)O)C5=CC=C(C=C5)O. Drug 2: CC1C(C(CC(O1)OC2CC(OC(C2O)C)OC3=CC4=CC5=C(C(=O)C(C(C5)C(C(=O)C(C(C)O)O)OC)OC6CC(C(C(O6)C)O)OC7CC(C(C(O7)C)O)OC8CC(C(C(O8)C)O)(C)O)C(=C4C(=C3C)O)O)O)O. Cell line: DU-145. Synergy scores: CSS=44.2, Synergy_ZIP=15.4, Synergy_Bliss=16.8, Synergy_Loewe=4.63, Synergy_HSA=14.3. (3) Drug 1: C1=CC(=CC=C1CCCC(=O)O)N(CCCl)CCCl. Drug 2: CC1=C(N=C(N=C1N)C(CC(=O)N)NCC(C(=O)N)N)C(=O)NC(C(C2=CN=CN2)OC3C(C(C(C(O3)CO)O)O)OC4C(C(C(C(O4)CO)O)OC(=O)N)O)C(=O)NC(C)C(C(C)C(=O)NC(C(C)O)C(=O)NCCC5=NC(=CS5)C6=NC(=CS6)C(=O)NCCC[S+](C)C)O. Cell line: HT29. Synergy scores: CSS=18.1, Synergy_ZIP=-6.80, Synergy_Bliss=2.11, Synergy_Loewe=0.290, Synergy_HSA=0.765.